Dataset: NCI-60 drug combinations with 297,098 pairs across 59 cell lines. Task: Regression. Given two drug SMILES strings and cell line genomic features, predict the synergy score measuring deviation from expected non-interaction effect. (1) Drug 1: C1=CC=C(C=C1)NC(=O)CCCCCCC(=O)NO. Drug 2: CC1=C(N=C(N=C1N)C(CC(=O)N)NCC(C(=O)N)N)C(=O)NC(C(C2=CN=CN2)OC3C(C(C(C(O3)CO)O)O)OC4C(C(C(C(O4)CO)O)OC(=O)N)O)C(=O)NC(C)C(C(C)C(=O)NC(C(C)O)C(=O)NCCC5=NC(=CS5)C6=NC(=CS6)C(=O)NCCC[S+](C)C)O. Cell line: MDA-MB-231. Synergy scores: CSS=22.1, Synergy_ZIP=-8.23, Synergy_Bliss=-6.27, Synergy_Loewe=-0.622, Synergy_HSA=0.244. (2) Drug 1: CC1=CC2C(CCC3(C2CCC3(C(=O)C)OC(=O)C)C)C4(C1=CC(=O)CC4)C. Drug 2: CCC1=C2CN3C(=CC4=C(C3=O)COC(=O)C4(CC)O)C2=NC5=C1C=C(C=C5)O. Cell line: TK-10. Synergy scores: CSS=9.62, Synergy_ZIP=-3.68, Synergy_Bliss=2.22, Synergy_Loewe=-22.1, Synergy_HSA=-1.81. (3) Drug 1: CC1=C(C=C(C=C1)C(=O)NC2=CC(=CC(=C2)C(F)(F)F)N3C=C(N=C3)C)NC4=NC=CC(=N4)C5=CN=CC=C5. Drug 2: CCCCC(=O)OCC(=O)C1(CC(C2=C(C1)C(=C3C(=C2O)C(=O)C4=C(C3=O)C=CC=C4OC)O)OC5CC(C(C(O5)C)O)NC(=O)C(F)(F)F)O. Cell line: PC-3. Synergy scores: CSS=42.4, Synergy_ZIP=-1.88, Synergy_Bliss=-3.98, Synergy_Loewe=-6.19, Synergy_HSA=-2.62. (4) Drug 1: CN(CC1=CN=C2C(=N1)C(=NC(=N2)N)N)C3=CC=C(C=C3)C(=O)NC(CCC(=O)O)C(=O)O. Drug 2: B(C(CC(C)C)NC(=O)C(CC1=CC=CC=C1)NC(=O)C2=NC=CN=C2)(O)O. Cell line: MDA-MB-231. Synergy scores: CSS=59.3, Synergy_ZIP=-3.12, Synergy_Bliss=-6.14, Synergy_Loewe=-15.7, Synergy_HSA=-5.94. (5) Drug 1: CS(=O)(=O)CCNCC1=CC=C(O1)C2=CC3=C(C=C2)N=CN=C3NC4=CC(=C(C=C4)OCC5=CC(=CC=C5)F)Cl. Drug 2: C1CC(=O)NC(=O)C1N2C(=O)C3=CC=CC=C3C2=O. Cell line: HCT-15. Synergy scores: CSS=0.186, Synergy_ZIP=-4.21, Synergy_Bliss=-13.1, Synergy_Loewe=-2.46, Synergy_HSA=-8.55. (6) Drug 1: CNC(=O)C1=NC=CC(=C1)OC2=CC=C(C=C2)NC(=O)NC3=CC(=C(C=C3)Cl)C(F)(F)F. Drug 2: C(CCl)NC(=O)N(CCCl)N=O. Cell line: NCIH23. Synergy scores: CSS=5.15, Synergy_ZIP=-5.16, Synergy_Bliss=-5.12, Synergy_Loewe=-6.66, Synergy_HSA=-4.68.